Dataset: Catalyst prediction with 721,799 reactions and 888 catalyst types from USPTO. Task: Predict which catalyst facilitates the given reaction. (1) Reactant: [CH2:1]([N:8]([CH2:14][C@@H:15]([OH:20])[C:16]([F:19])([F:18])[F:17])[C:9](=[O:13])[C@@H:10](O)[CH3:11])[C:2]1[CH:7]=[CH:6][CH:5]=[CH:4][CH:3]=1.[H-].[Na+]. Product: [CH2:1]([N:8]1[CH2:14][C@H:15]([C:16]([F:17])([F:18])[F:19])[O:20][C@H:10]([CH3:11])[C:9]1=[O:13])[C:2]1[CH:3]=[CH:4][CH:5]=[CH:6][CH:7]=1. The catalyst class is: 1. (2) Reactant: [NH2:1][C:2]1[CH:9]=[CH:8][C:5]([C:6]#[N:7])=[CH:4][N:3]=1.Br[CH2:11][C:12]([C:14]1[O:15][C:16]([Br:19])=[CH:17][CH:18]=1)=O. Product: [Br:19][C:16]1[O:15][C:14]([C:12]2[N:1]=[C:2]3[CH:9]=[CH:8][C:5]([C:6]#[N:7])=[CH:4][N:3]3[CH:11]=2)=[CH:18][CH:17]=1. The catalyst class is: 8.